From a dataset of Full USPTO retrosynthesis dataset with 1.9M reactions from patents (1976-2016). Predict the reactants needed to synthesize the given product. (1) Given the product [Cl-:45].[NH2:19][CH2:18][CH2:17][N+:16](=[C:13]1[CH:14]=[CH:15][C:10](=[C:9]([C:6]2[CH:7]=[CH:8][C:3]([N:2]([CH3:1])[CH3:38])=[CH:4][CH:5]=2)[C:29]2[CH:30]=[CH:31][C:32]([N:35]([CH3:37])[CH3:36])=[CH:33][CH:34]=2)[CH:11]=[CH:12]1)[CH2:27][CH3:28], predict the reactants needed to synthesize it. The reactants are: [CH3:1][N:2]([CH3:38])[C:3]1[CH:8]=[CH:7][C:6]([CH:9]([C:29]2[CH:34]=[CH:33][C:32]([N:35]([CH3:37])[CH3:36])=[CH:31][CH:30]=2)[C:10]2[CH:15]=[CH:14][C:13]([N:16]([CH2:27][CH3:28])[CH2:17][CH2:18][NH:19]C(=O)OC(C)(C)C)=[CH:12][CH:11]=2)=[CH:5][CH:4]=1.CCOC(C)=O.[ClH:45]. (2) Given the product [C:31]([N:33]1[CH2:38][CH2:37][CH2:36][CH:35]([C:8]2[CH:9]=[N:10][C:2]([O:25][C:22]3[CH:21]=[CH:20][C:19]([O:12][C:13]4[CH:18]=[CH:17][CH:16]=[CH:15][CH:14]=4)=[CH:24][CH:23]=3)=[C:3]([C:4]([NH2:6])=[O:5])[CH:7]=2)[CH2:34]1)#[N:42], predict the reactants needed to synthesize it. The reactants are: Cl[C:2]1[N:10]=[CH:9][C:8](Cl)=[CH:7][C:3]=1[C:4]([NH2:6])=[O:5].[O:12]([C:19]1[CH:24]=[CH:23][C:22]([OH:25])=[CH:21][CH:20]=1)[C:13]1[CH:18]=[CH:17][CH:16]=[CH:15][CH:14]=1.C(O[C:31]([N:33]1[CH2:38][CH2:37][CH:36]=[C:35](B(O)O)[CH2:34]1)=O)(C)(C)C.[N:42]#CBr. (3) Given the product [O:4]1[C:5]2([CH2:6][CH2:7][CH:8]([C:11]3[C:19]4[C:14](=[CH:15][CH:16]=[CH:17][CH:18]=4)[NH:13][CH:12]=3)[CH2:9][CH2:10]2)[O:1][CH2:2][CH2:3]1, predict the reactants needed to synthesize it. The reactants are: [O:1]1[C:5]2([CH2:10][CH2:9][C:8]([C:11]3[C:19]4[C:14](=[CH:15][CH:16]=[CH:17][CH:18]=4)[NH:13][CH:12]=3)=[CH:7][CH2:6]2)[O:4][CH2:3][CH2:2]1.[H][H]. (4) Given the product [N:31]([CH2:24][CH2:23][O:22][C@@H:8]([C:6]1[CH:7]=[C:2]([Cl:1])[CH:3]=[CH:4][C:5]=1[CH3:30])[C@@H:9]1[CH2:14][CH2:13][CH2:12][N:11]([C:15]([O:17][C:18]([CH3:21])([CH3:20])[CH3:19])=[O:16])[CH2:10]1)=[N+:32]=[N-:33], predict the reactants needed to synthesize it. The reactants are: [Cl:1][C:2]1[CH:3]=[CH:4][C:5]([CH3:30])=[C:6]([C@H:8]([O:22][CH2:23][CH2:24]OS(C)(=O)=O)[C@@H:9]2[CH2:14][CH2:13][CH2:12][N:11]([C:15]([O:17][C:18]([CH3:21])([CH3:20])[CH3:19])=[O:16])[CH2:10]2)[CH:7]=1.[N-:31]=[N+:32]=[N-:33].[Na+].